From a dataset of Peptide-MHC class II binding affinity with 134,281 pairs from IEDB. Regression. Given a peptide amino acid sequence and an MHC pseudo amino acid sequence, predict their binding affinity value. This is MHC class II binding data. (1) The MHC is HLA-DQA10501-DQB10201 with pseudo-sequence HLA-DQA10501-DQB10201. The binding affinity (normalized) is 0.311. The peptide sequence is SDDELPYIDPNMEPV. (2) The peptide sequence is EKKYFAATQFEPLAR. The MHC is HLA-DQA10401-DQB10402 with pseudo-sequence HLA-DQA10401-DQB10402. The binding affinity (normalized) is 0.297. (3) The peptide sequence is HEMNNGGDAMYMALI. The MHC is HLA-DQA10303-DQB10402 with pseudo-sequence HLA-DQA10303-DQB10402. The binding affinity (normalized) is 0.350. (4) The peptide sequence is TRKYLPAIVREAIKR. The MHC is DRB1_1302 with pseudo-sequence DRB1_1302. The binding affinity (normalized) is 0.114. (5) The peptide sequence is MVGTILEMLGTRLDQ. The MHC is DRB3_0202 with pseudo-sequence DRB3_0202. The binding affinity (normalized) is 0.199.